The task is: Regression. Given two drug SMILES strings and cell line genomic features, predict the synergy score measuring deviation from expected non-interaction effect.. This data is from NCI-60 drug combinations with 297,098 pairs across 59 cell lines. (1) Drug 1: CC1=C2C(C(=O)C3(C(CC4C(C3C(C(C2(C)C)(CC1OC(=O)C(C(C5=CC=CC=C5)NC(=O)OC(C)(C)C)O)O)OC(=O)C6=CC=CC=C6)(CO4)OC(=O)C)O)C)O. Drug 2: CC1=C(C(=O)C2=C(C1=O)N3CC4C(C3(C2COC(=O)N)OC)N4)N. Cell line: UACC62. Synergy scores: CSS=46.2, Synergy_ZIP=-4.79, Synergy_Bliss=-1.45, Synergy_Loewe=-8.97, Synergy_HSA=4.50. (2) Drug 1: CC1C(C(CC(O1)OC2CC(CC3=C2C(=C4C(=C3O)C(=O)C5=C(C4=O)C(=CC=C5)OC)O)(C(=O)CO)O)N)O.Cl. Drug 2: CN(C)C1=NC(=NC(=N1)N(C)C)N(C)C. Cell line: NCIH23. Synergy scores: CSS=-4.35, Synergy_ZIP=2.71, Synergy_Bliss=2.63, Synergy_Loewe=-2.78, Synergy_HSA=-3.44. (3) Drug 1: CCCS(=O)(=O)NC1=C(C(=C(C=C1)F)C(=O)C2=CNC3=C2C=C(C=N3)C4=CC=C(C=C4)Cl)F. Drug 2: CC1=C(C(CCC1)(C)C)C=CC(=CC=CC(=CC(=O)O)C)C. Cell line: OVCAR3. Synergy scores: CSS=-2.11, Synergy_ZIP=2.81, Synergy_Bliss=0.983, Synergy_Loewe=-4.74, Synergy_HSA=-4.01. (4) Drug 1: C1=CC(=CC=C1CCC2=CNC3=C2C(=O)NC(=N3)N)C(=O)NC(CCC(=O)O)C(=O)O. Drug 2: CC(C)CN1C=NC2=C1C3=CC=CC=C3N=C2N. Cell line: HT29. Synergy scores: CSS=39.3, Synergy_ZIP=3.86, Synergy_Bliss=2.78, Synergy_Loewe=-11.9, Synergy_HSA=1.18. (5) Drug 1: CCCS(=O)(=O)NC1=C(C(=C(C=C1)F)C(=O)C2=CNC3=C2C=C(C=N3)C4=CC=C(C=C4)Cl)F. Drug 2: C1=NC2=C(N=C(N=C2N1C3C(C(C(O3)CO)O)F)Cl)N. Cell line: HCT116. Synergy scores: CSS=33.3, Synergy_ZIP=-3.30, Synergy_Bliss=-7.09, Synergy_Loewe=-44.5, Synergy_HSA=-8.11. (6) Drug 1: C1=NC2=C(N1)C(=S)N=C(N2)N. Drug 2: C1C(C(OC1N2C=NC3=C2NC=NCC3O)CO)O. Cell line: SF-295. Synergy scores: CSS=29.2, Synergy_ZIP=-1.70, Synergy_Bliss=-3.30, Synergy_Loewe=-19.2, Synergy_HSA=-1.78.